This data is from Full USPTO retrosynthesis dataset with 1.9M reactions from patents (1976-2016). The task is: Predict the reactants needed to synthesize the given product. (1) Given the product [C:17]1([N:23]([C:27]2[CH:32]=[CH:31][CH:30]=[CH:29][CH:28]=2)[C:24](=[O:25])[NH:35][C:14]2[CH:15]=[CH:16][CH:2]=[CH:3][C:4]=2[C:5]([NH:7][C:8]2[CH:13]=[CH:12][CH:11]=[CH:10][CH:9]=2)=[O:6])[CH:22]=[CH:21][CH:20]=[CH:19][CH:18]=1, predict the reactants needed to synthesize it. The reactants are: N[C:2]1[CH:3]=[C:4]([CH:14]=[CH:15][CH:16]=1)[C:5]([NH:7][C:8]1[CH:13]=[CH:12][CH:11]=[CH:10][CH:9]=1)=[O:6].[C:17]1([N:23]([C:27]2[CH:32]=[CH:31][CH:30]=[CH:29][CH:28]=2)[C:24](Cl)=[O:25])[CH:22]=[CH:21][CH:20]=[CH:19][CH:18]=1.C([N:35](CC)CC)C. (2) Given the product [F:26][C:20]1[CH:21]=[CH:22][C:23]([F:25])=[CH:24][C:19]=1[CH2:18][CH:11]1[C:10]2[C:15](=[N:16][CH:17]=[C:8]([C:37]3[CH:36]=[N:35][C:34]([N:31]4[CH2:30][CH2:29][N:28]([CH3:27])[CH2:33][CH2:32]4)=[CH:39][CH:38]=3)[CH:9]=2)[NH:14][CH2:13][CH2:12]1, predict the reactants needed to synthesize it. The reactants are: C([O-])([O-])=O.[Na+].[Na+].Br[C:8]1[CH:9]=[C:10]2[C:15](=[N:16][CH:17]=1)[NH:14][CH2:13][CH2:12][CH:11]2[CH2:18][C:19]1[CH:24]=[C:23]([F:25])[CH:22]=[CH:21][C:20]=1[F:26].[CH3:27][N:28]1[CH2:33][CH2:32][N:31]([C:34]2[CH:39]=[CH:38][C:37](B3OC(C)(C)C(C)(C)O3)=[CH:36][N:35]=2)[CH2:30][CH2:29]1. (3) The reactants are: [CH2:1]([C:5]1([N:22]([CH3:24])[CH3:23])[CH2:10][CH2:9][CH:8]([C:11]2[NH:12][C:13]3[C:18]([C:19]=2[CH3:20])=[CH:17][C:16]([F:21])=[CH:15][CH:14]=3)[CH2:7][CH2:6]1)[CH2:2][CH2:3][CH3:4].[Si]([Cl:29])(C)(C)C. Given the product [ClH:29].[CH2:1]([C:5]1([N:22]([CH3:24])[CH3:23])[CH2:10][CH2:9][CH:8]([C:11]2[NH:12][C:13]3[C:18]([C:19]=2[CH3:20])=[CH:17][C:16]([F:21])=[CH:15][CH:14]=3)[CH2:7][CH2:6]1)[CH2:2][CH2:3][CH3:4], predict the reactants needed to synthesize it. (4) Given the product [CH3:1][O:2][C:3]1[CH:4]=[C:5]([CH2:6][CH2:7][CH:29]2[C:30]3[C:25](=[CH:24][C:23]([O:22][CH3:21])=[C:32]([O:33][CH3:34])[CH:31]=3)[CH2:26][CH2:27][NH:28]2)[CH:9]=[CH:10][C:11]=1[O:12][CH3:13], predict the reactants needed to synthesize it. The reactants are: [CH3:1][O:2][C:3]1[CH:4]=[C:5]([CH:9]=[CH:10][C:11]=1[O:12][CH3:13])[CH2:6][CH2:7]Br.[Li]C.[Li]C(C)(C)C.[CH3:21][O:22][C:23]1[CH:24]=[C:25]2[C:30](=[CH:31][C:32]=1[O:33][CH3:34])[CH:29]=[N:28][CH2:27][CH2:26]2. (5) Given the product [C:1](=[O:13])([O:9][CH:10]([I:14])[CH3:11])[O:2][CH2:3][CH2:4][NH:5][C:6](=[O:8])[CH3:7], predict the reactants needed to synthesize it. The reactants are: [C:1](=[O:13])([O:9][CH:10](Cl)[CH3:11])[O:2][CH2:3][CH2:4][NH:5][C:6](=[O:8])[CH3:7].[I-:14].[Na+]. (6) Given the product [NH2:9][C:3]1[N:4]=[CH:5][N:6]=[C:7]([NH:21][CH2:20][CH2:19][CH2:18][CH2:17][NH:16][C:15](=[O:22])[CH:39]=[CH2:40])[C:2]=1[C:27]1[CH:28]=[CH:29][C:24]([O:23][C:30]2[CH:35]=[CH:34][CH:33]=[CH:32][CH:31]=2)=[CH:25][CH:26]=1, predict the reactants needed to synthesize it. The reactants are: Cl[C:2]1[C:3]([NH2:9])=[N:4][CH:5]=[N:6][C:7]=1Cl.C(O[C:15](=[O:22])[NH:16][CH2:17][CH2:18][CH2:19][CH2:20][NH2:21])(C)(C)C.[O:23]([C:30]1[CH:35]=[CH:34][C:33](B(O)O)=[CH:32][CH:31]=1)[C:24]1[CH:29]=[CH:28][CH:27]=[CH:26][CH:25]=1.[C:39](Cl)(=O)[CH:40]=C. (7) Given the product [CH2:7]([N:15]1[CH2:28][CH2:27][C:26]2[C:25]3[C:24]([C:29]4[CH:34]=[CH:33][CH:32]=[CH:31][CH:30]=4)=[CH:23][CH:22]=[CH:21][C:20]=3[NH:19][C:18]=2[CH2:17][CH2:16]1)[C:8]1[CH:9]=[CH:10][CH:11]=[CH:12][CH:13]=1, predict the reactants needed to synthesize it. The reactants are: [H-].[Al+3].[Li+].[H-].[H-].[H-].[C:7]([N:15]1[CH2:28][CH2:27][C:26]2[C:25]3[C:24]([C:29]4[CH:34]=[CH:33][CH:32]=[CH:31][CH:30]=4)=[CH:23][CH:22]=[CH:21][C:20]=3[NH:19][C:18]=2[CH2:17][CH2:16]1)(=O)[C:8]1[CH:13]=[CH:12][CH:11]=[CH:10][CH:9]=1.